Predict which catalyst facilitates the given reaction. From a dataset of Catalyst prediction with 721,799 reactions and 888 catalyst types from USPTO. (1) Reactant: [C:1]([NH:10][NH2:11])(=[O:9])[CH2:2][CH2:3][CH2:4][CH2:5][CH2:6][CH2:7][CH3:8].[CH3:12][CH:13]([CH2:17][C:18]([CH3:21])([CH3:20])[CH3:19])[CH2:14][CH:15]=O. Product: [CH3:12][CH:13]([CH2:17][C:18]([CH3:21])([CH3:20])[CH3:19])[CH2:14]/[CH:15]=[N:11]/[NH:10][C:1](=[O:9])[CH2:2][CH2:3][CH2:4][CH2:5][CH2:6][CH2:7][CH3:8]. The catalyst class is: 8. (2) Reactant: [Br:1][C:2]1[C:7]([F:8])=[CH:6][C:5]([OH:9])=[C:4]([F:10])[CH:3]=1.[N+:11]([O-:14])(O)=[O:12].[C:15]([O:18][CH2:19]C)(=[O:17])[CH3:16]. Product: [CH3:19][O:18][C:15](=[O:17])[CH2:16][O:9][C:5]1[C:4]([F:10])=[CH:3][C:2]([Br:1])=[C:7]([F:8])[C:6]=1[N+:11]([O-:14])=[O:12]. The catalyst class is: 15. (3) Reactant: [Cl:1][C:2]1[C:11](B(O)O)=[CH:10][C:9]2[C:4](=[CH:5][CH:6]=[CH:7][CH:8]=2)[N:3]=1.[NH4+].[Cl-].[OH2:17].OO. Product: [Cl:1][C:2]1[C:11]([OH:17])=[CH:10][C:9]2[C:4](=[CH:5][CH:6]=[CH:7][CH:8]=2)[N:3]=1. The catalyst class is: 28. (4) Reactant: [OH:1][CH2:2][C:3](=[O:5])[CH3:4].N1C=CC=CC=1.[C:12](Cl)(=[O:15])[CH2:13][CH3:14].O. Product: [C:12]([O:1][CH2:2][C:3](=[O:5])[CH3:4])(=[O:15])[CH2:13][CH3:14]. The catalyst class is: 13. (5) Reactant: [N+:1]([C:4]1[CH:5]=[C:6]2[C:11](=[CH:12][CH:13]=1)[O:10][CH:9]([C:14]([NH2:16])=[O:15])[CH2:8][CH2:7]2)([O-])=O. Product: [NH2:1][C:4]1[CH:5]=[C:6]2[C:11](=[CH:12][CH:13]=1)[O:10][CH:9]([C:14]([NH2:16])=[O:15])[CH2:8][CH2:7]2. The catalyst class is: 63. (6) Reactant: CO[C:3]([C:5]1[N:6]=[CH:7][C:8]2[C:9](=[O:27])[N:10]([CH2:16][C:17]3[CH:22]=[CH:21][C:20]([O:23][CH3:24])=[CH:19][C:18]=3[O:25][CH3:26])[CH:11]=[CH:12][C:13]=2[C:14]=1[OH:15])=[O:4].[F:28][C:29]1[CH:36]=[CH:35][C:32]([CH2:33][NH2:34])=[CH:31][CH:30]=1.CC(O)=O.O. Product: [F:28][C:29]1[CH:36]=[CH:35][C:32]([CH2:33][NH:34][C:3]([C:5]2[N:6]=[CH:7][C:8]3[C:9](=[O:27])[N:10]([CH2:16][C:17]4[CH:22]=[CH:21][C:20]([O:23][CH3:24])=[CH:19][C:18]=4[O:25][CH3:26])[CH:11]=[CH:12][C:13]=3[C:14]=2[OH:15])=[O:4])=[CH:31][CH:30]=1. The catalyst class is: 14. (7) Reactant: Cl[C:2]1[N:10]=[C:9](Cl)[CH:8]=[CH:7][C:3]=1[C:4]([NH2:6])=[O:5].[O:12]([C:19]1[CH:24]=[CH:23][C:22]([OH:25])=[CH:21][CH:20]=1)[C:13]1[CH:18]=[CH:17][CH:16]=[CH:15][CH:14]=1.[C@H:26]12[CH2:32][C@H:29]([NH:30][CH2:31]1)[CH2:28][N:27]2[C:33]([O:35]C(C)(C)C)=O.[C:40](/[C:42](=[CH:46]\[CH:47]1[CH2:49][CH2:48]1)/C(O)=O)#[N:41]. Product: [C:40](/[C:42](=[CH:46]\[CH:47]1[CH2:49][CH2:48]1)/[C:33]([N:27]1[CH2:28][C@@H:29]2[CH2:32][C@H:26]1[CH2:31][N:30]2[C:9]1[CH:8]=[CH:7][C:3]([C:4]([NH2:6])=[O:5])=[C:2]([O:25][C:22]2[CH:21]=[CH:20][C:19]([O:12][C:13]3[CH:18]=[CH:17][CH:16]=[CH:15][CH:14]=3)=[CH:24][CH:23]=2)[N:10]=1)=[O:35])#[N:41]. The catalyst class is: 6. (8) Reactant: [F:1][C:2]1[CH:36]=[CH:35][CH:34]=[C:33]([F:37])[C:3]=1[CH2:4][C:5]1[CH:10]=[CH:9][CH:8]=[C:7]([O:11][CH3:12])[C:6]=1[N:13]([S:20]([C:23]1[CH:28]=[CH:27][C:26]([O:29][CH3:30])=[C:25]([O:31][CH3:32])[CH:24]=1)(=[O:22])=[O:21])[C@@H:14]([C:16]([O:18]C)=[O:17])[CH3:15].O.[OH-].[Li+]. Product: [F:1][C:2]1[CH:36]=[CH:35][CH:34]=[C:33]([F:37])[C:3]=1[CH2:4][C:5]1[CH:10]=[CH:9][CH:8]=[C:7]([O:11][CH3:12])[C:6]=1[N:13]([S:20]([C:23]1[CH:28]=[CH:27][C:26]([O:29][CH3:30])=[C:25]([O:31][CH3:32])[CH:24]=1)(=[O:22])=[O:21])[C@@H:14]([C:16]([OH:18])=[O:17])[CH3:15]. The catalyst class is: 38.